This data is from Forward reaction prediction with 1.9M reactions from USPTO patents (1976-2016). The task is: Predict the product of the given reaction. (1) The product is: [N:47]1([S:51]([NH:54][C:9](=[O:10])[C:8]2[CH:12]=[C:4]([CH:1]3[CH2:2][CH2:3]3)[C:5]([O:14][CH2:15][CH:16]3[CH:21]([CH3:22])[CH2:20][CH2:19][CH2:18][CH:17]3[CH3:23])=[CH:6][C:7]=2[F:13])(=[O:53])=[O:52])[CH2:50][CH2:49][CH2:48]1. Given the reactants [CH:1]1([C:4]2[C:5]([O:14][CH2:15][CH:16]3[CH:21]([CH3:22])[CH2:20][CH2:19][CH2:18][CH:17]3[CH3:23])=[CH:6][C:7]([F:13])=[C:8]([CH:12]=2)[C:9](O)=[O:10])[CH2:3][CH2:2]1.C(N1C=CN=C1)(N1C=CN=C1)=O.N12CCCN=C1CCCCC2.[N:47]1([S:51]([NH2:54])(=[O:53])=[O:52])[CH2:50][CH2:49][CH2:48]1.Cl, predict the reaction product. (2) Given the reactants C(OC(=O)C)(=O)C.[I:8]I.OS(O)(=O)=O.[Cl:15][C:16]1[CH:21]=[CH:20][CH:19]=[CH:18][C:17]=1[N+:22]([O-:24])=[O:23].[O-]S([O-])=O.[Na+].[Na+], predict the reaction product. The product is: [Cl:15][C:16]1[CH:21]=[CH:20][C:19]([I:8])=[CH:18][C:17]=1[N+:22]([O-:24])=[O:23]. (3) Given the reactants [CH2:1]1[NH:6][C:4](=[O:5])[NH:3][CH2:2]1.[CH2:7]([Li])[CH2:8][CH2:9]C.CCCCCC.BrCC#C.S(=O)(=O)(O)[O-].[K+], predict the reaction product. The product is: [CH2:9]([N:3]1[CH2:2][CH2:1][NH:6][C:4]1=[O:5])[C:8]#[CH:7]. (4) Given the reactants [Cl:1][C:2]1[CH:3]=[N:4][C:5]2[C:10]([C:11]=1[OH:12])=[CH:9][C:8]([O:13][CH3:14])=[CH:7][CH:6]=2.N1C(C)=CC=CC=1C.[F:23][C:24]([F:37])([F:36])[S:25](O[S:25]([C:24]([F:37])([F:36])[F:23])(=[O:27])=[O:26])(=[O:27])=[O:26], predict the reaction product. The product is: [Cl:1][C:2]1[CH:3]=[N:4][C:5]2[C:10]([C:11]=1[O:12][S:25]([C:24]([F:37])([F:36])[F:23])(=[O:27])=[O:26])=[CH:9][C:8]([O:13][CH3:14])=[CH:7][CH:6]=2.